From a dataset of Catalyst prediction with 721,799 reactions and 888 catalyst types from USPTO. Predict which catalyst facilitates the given reaction. (1) Reactant: [F:1][C:2]1[CH:3]=[C:4]([CH:7]=[CH:8][C:9]=1[C:10]1[S:11][C:12]2[C:17]([N:18]=1)=[CH:16][CH:15]=[C:14]([C:19]1([C:22]3[CH:27]=[CH:26][CH:25]=[CH:24][CH:23]=3)[CH2:21][CH2:20]1)[N:13]=2)[CH:5]=O.C(O)(=O)C.[N+:32]([CH3:35])([O-:34])=[O:33].C([O-])(=O)C.[NH4+]. Product: [F:1][C:2]1[CH:3]=[C:4]([CH:5]=[CH:35][N+:32]([O-:34])=[O:33])[CH:7]=[CH:8][C:9]=1[C:10]1[S:11][C:12]2[C:17]([N:18]=1)=[CH:16][CH:15]=[C:14]([C:19]1([C:22]3[CH:27]=[CH:26][CH:25]=[CH:24][CH:23]=3)[CH2:20][CH2:21]1)[N:13]=2. The catalyst class is: 6. (2) Reactant: CC(OI1(OC(C)=O)(OC(C)=O)OC(=O)C2C=CC=CC1=2)=O.[F:23][C:24]1[CH:25]=[C:26]2[C:34](=[CH:35][CH:36]=1)[NH:33][C:32]1[CH2:31][CH2:30][CH:29]([CH2:37][OH:38])[CH2:28][C:27]2=1. Product: [F:23][C:24]1[CH:25]=[C:26]2[C:34](=[CH:35][CH:36]=1)[NH:33][C:32]1[CH2:31][CH2:30][CH:29]([CH:37]=[O:38])[CH2:28][C:27]2=1. The catalyst class is: 4. (3) Reactant: [Cl:1][C:2]1[C:8]([Cl:9])=[CH:7][CH:6]=[CH:5][C:3]=1[NH2:4].Cl.[N:11]([O-])=O.[Na+].[O:15]=[C:16]1[CH2:21][CH2:20][CH2:19][CH2:18][CH:17]1C(O)=O. Product: [Cl:1][C:2]1[C:8]([Cl:9])=[CH:7][CH:6]=[CH:5][C:3]=1[NH:4][N:11]=[C:17]1[CH2:18][CH2:19][CH2:20][CH2:21][C:16]1=[O:15]. The catalyst class is: 6. (4) Reactant: [NH2:1][CH:2]1[C:20](=[O:21])[N:4]2[C:5]([C:17]([OH:19])=[O:18])=[C:6]([CH:9]=[CH:10][C:11]3[S:15][CH:14]=[N:13][C:12]=3[CH3:16])[CH2:7][S:8][C@H:3]12.O.CO.[CH:25]1([NH:31][CH:32]2[CH2:37][CH2:36][CH2:35][CH2:34][CH2:33]2)[CH2:30][CH2:29][CH2:28][CH2:27][CH2:26]1. Product: [CH:32]1([NH:31][CH:25]2[CH2:26][CH2:27][CH2:28][CH2:29][CH2:30]2)[CH2:33][CH2:34][CH2:35][CH2:36][CH2:37]1.[NH2:1][CH:2]1[C:20](=[O:21])[N:4]2[C:5]([C:17]([OH:19])=[O:18])=[C:6]([CH:9]=[CH:10][C:11]3[S:15][CH:14]=[N:13][C:12]=3[CH3:16])[CH2:7][S:8][C@H:3]12. The catalyst class is: 21. (5) The catalyst class is: 18. Reactant: [N:1](OC(C)(C)C)=[O:2].Cl.O1CCOCC1.[C:15]([O:19][C:20](=[O:40])[NH:21][C:22]1[N:31]=[C:30]([O:32][CH3:33])[C:29]2[C:28]3[CH:34]=[C:35]([F:38])[CH:36]=[CH:37][C:27]=3[C:26]([OH:39])=[CH:25][C:24]=2[N:23]=1)([CH3:18])([CH3:17])[CH3:16]. Product: [C:15]([O:19][C:20](=[O:40])[NH:21][C:22]1[N:31]=[C:30]([O:32][CH3:33])[C:29]2[C:28]3[CH:34]=[C:35]([F:38])[CH:36]=[CH:37][C:27]=3[C:26](=[O:39])[C:25](=[N:1][OH:2])[C:24]=2[N:23]=1)([CH3:18])([CH3:16])[CH3:17]. (6) Product: [CH2:3]([O:9][CH2:11][C:12]([OH:14])=[O:13])[CH2:4][CH2:5][CH2:6][CH2:7][CH3:8]. The catalyst class is: 1. Reactant: [H-].[Na+].[CH2:3]([OH:9])[CH2:4][CH2:5][CH2:6][CH2:7][CH3:8].Br[CH2:11][C:12]([OH:14])=[O:13]. (7) Reactant: [Si]([O:18][C@@H:19]([CH3:51])[C:20]([N:22]1[N:26]=[C:25]([C:27]2[CH:32]=[CH:31][CH:30]=[C:29]([F:33])[CH:28]=2)[S:24][C:23]1([CH2:40][CH2:41][CH2:42][NH:43][C:44](=[O:50])[O:45][C:46]([CH3:49])([CH3:48])[CH3:47])[C:34]1[CH:39]=[CH:38][CH:37]=[CH:36][CH:35]=1)=[O:21])(C(C)(C)C)(C1C=CC=CC=1)C1C=CC=CC=1.CCCC[N+](CCCC)(CCCC)CCCC.[F-]. Product: [F:33][C:29]1[CH:28]=[C:27]([C:25]2[S:24][C@@:23]([CH2:40][CH2:41][CH2:42][NH:43][C:44](=[O:50])[O:45][C:46]([CH3:48])([CH3:47])[CH3:49])([C:34]3[CH:39]=[CH:38][CH:37]=[CH:36][CH:35]=3)[N:22]([C:20](=[O:21])[C@@H:19]([OH:18])[CH3:51])[N:26]=2)[CH:32]=[CH:31][CH:30]=1. The catalyst class is: 554.